From a dataset of Catalyst prediction with 721,799 reactions and 888 catalyst types from USPTO. Predict which catalyst facilitates the given reaction. Reactant: C(OC(=O)[NH:7][C@H:8]1[CH2:13][CH2:12][C@@H:11]([NH:14][C:15]2[N:24]=[C:23]([N:25]([CH3:27])[CH3:26])[C:22]3[C:17](=[CH:18][CH:19]=[CH:20][CH:21]=3)[N:16]=2)[CH2:10][CH2:9]1)(C)(C)C.C(O)(C(F)(F)F)=O. Product: [NH2:7][C@@H:8]1[CH2:9][CH2:10][C@H:11]([NH:14][C:15]2[N:24]=[C:23]([N:25]([CH3:27])[CH3:26])[C:22]3[C:17](=[CH:18][CH:19]=[CH:20][CH:21]=3)[N:16]=2)[CH2:12][CH2:13]1. The catalyst class is: 2.